Dataset: Peptide-MHC class II binding affinity with 134,281 pairs from IEDB. Task: Regression. Given a peptide amino acid sequence and an MHC pseudo amino acid sequence, predict their binding affinity value. This is MHC class II binding data. (1) The peptide sequence is KLIEDINVGFKAAVA. The MHC is DRB1_1001 with pseudo-sequence DRB1_1001. The binding affinity (normalized) is 0.409. (2) The peptide sequence is PVTEEPGMAKIPAGE. The MHC is HLA-DQA10501-DQB10201 with pseudo-sequence HLA-DQA10501-DQB10201. The binding affinity (normalized) is 0. (3) The MHC is DRB1_0101 with pseudo-sequence DRB1_0101. The peptide sequence is WIILGLNKIVRMYSPTSI. The binding affinity (normalized) is 1.00. (4) The peptide sequence is SFGIVVAWQVKLLPV. The MHC is DRB3_0202 with pseudo-sequence DRB3_0202. The binding affinity (normalized) is 0.652. (5) The peptide sequence is GELQIVSKIDAAFKI. The MHC is DRB1_1302 with pseudo-sequence DRB1_1302. The binding affinity (normalized) is 0.619. (6) The peptide sequence is AFKVENGSAAPQLTK. The MHC is HLA-DQA10102-DQB10602 with pseudo-sequence HLA-DQA10102-DQB10602. The binding affinity (normalized) is 0.639. (7) The binding affinity (normalized) is 0.0801. The peptide sequence is EEWEPLTKKGNVWEV. The MHC is DRB1_0701 with pseudo-sequence DRB1_0701.